Task: Predict the reaction yield, written as a fraction of the theoretical maximum amount of product (1.0 means a 100% yield; for example, 0.34 means a 34% yield).. Dataset: Reaction yield outcomes from USPTO patents with 853,638 reactions (1) The reactants are [OH-].[Na+].[Br:3][C:4]1[CH:9]=[CH:8][N:7]=[C:6]2[N:10](S(C3C=CC(C)=CC=3)(=O)=O)[C:11]([C:13]3[CH:18]=[CH:17][CH:16]=[CH:15][CH:14]=3)=[CH:12][C:5]=12. The catalyst is CO. The product is [Br:3][C:4]1[CH:9]=[CH:8][N:7]=[C:6]2[NH:10][C:11]([C:13]3[CH:18]=[CH:17][CH:16]=[CH:15][CH:14]=3)=[CH:12][C:5]=12. The yield is 0.700. (2) The reactants are [OH:1][CH:2]([C:5]1[CH:14]=[C:13]2[C:8]([C:9](=[O:15])[CH2:10][CH2:11][O:12]2)=[CH:7][CH:6]=1)[CH2:3][OH:4].CO[C:18](OC)([CH3:20])[CH3:19].[C@@]12(CS(O)(=O)=O)C(C)(C)C(CC1)CC2=O. The catalyst is CC(C)=O. The product is [CH3:19][C:18]1([CH3:20])[O:1][CH:2]([C:5]2[CH:14]=[C:13]3[C:8]([C:9](=[O:15])[CH2:10][CH2:11][O:12]3)=[CH:7][CH:6]=2)[CH2:3][O:4]1. The yield is 0.580. (3) The reactants are B.CSC.[NH:5]1[CH2:10][CH2:9][S:8][CH2:7][C:6]1=O.[C:23]([O:22][C:20](O[C:20]([O:22][C:23]([CH3:26])([CH3:25])[CH3:24])=[O:21])=[O:21])([CH3:26])([CH3:25])[CH3:24].[Li+].[OH-:28].[CH2:29]1[CH2:33][O:32]CC1. The catalyst is O1CCOCC1.O.C(O)C. The product is [C:20]([N:5]1[CH2:10][CH2:9][S:8][CH:7]([CH2:29][C:33]([OH:28])=[O:32])[CH2:6]1)([O:22][C:23]([CH3:24])([CH3:25])[CH3:26])=[O:21]. The yield is 0.810. (4) The catalyst is C1COCC1. The reactants are C1CCN2C(=NCCC2)CC1.[Cl:12][C:13]1[CH:23]=[C:22]([Cl:24])[CH:21]=[CH:20][C:14]=1[CH:15]=[CH:16][N+]([O-])=O.[N+:25]([CH2:27][C:28]([O:30][CH2:31][C:32]1[CH:37]=[CH:36][CH:35]=[CH:34][CH:33]=1)=[O:29])#[C-:26]. The yield is 0.150. The product is [Cl:12][C:13]1[CH:23]=[C:22]([Cl:24])[CH:21]=[CH:20][C:14]=1[C:15]1[CH:16]=[CH:26][NH:25][C:27]=1[C:28]([O:30][CH2:31][C:32]1[CH:37]=[CH:36][CH:35]=[CH:34][CH:33]=1)=[O:29].